From a dataset of Forward reaction prediction with 1.9M reactions from USPTO patents (1976-2016). Predict the product of the given reaction. (1) Given the reactants [OH:1][C:2]1([C:29]2[S:33][C:32](S(C)(=O)=O)=[N:31][CH:30]=2)[CH2:7][CH2:6][CH:5]([N:8]2[CH2:11][CH:10]([NH:12][C:13]([CH2:15][NH:16][C:17](=[O:28])[C:18]3[CH:23]=[CH:22][CH:21]=[C:20]([C:24]([F:27])([F:26])[F:25])[CH:19]=3)=[O:14])[CH2:9]2)[CH2:4][CH2:3]1.[OH:38][Li].O, predict the reaction product. The product is: [OH:1][C:2]1([C:29]2[S:33][C:32]([OH:38])=[N:31][CH:30]=2)[CH2:7][CH2:6][CH:5]([N:8]2[CH2:9][CH:10]([NH:12][C:13]([CH2:15][NH:16][C:17](=[O:28])[C:18]3[CH:23]=[CH:22][CH:21]=[C:20]([C:24]([F:25])([F:26])[F:27])[CH:19]=3)=[O:14])[CH2:11]2)[CH2:4][CH2:3]1. (2) Given the reactants C[O:2][C:3](=O)[C:4]1[CH:9]=[CH:8][C:7]([NH:10][C:11]([C:13]2[CH:14]=[N:15][N:16]3[CH:21]=[CH:20][CH:19]=[N:18][C:17]=23)=[O:12])=[C:6]([O:22][CH3:23])[CH:5]=1.[OH-].[NH4+:26].N, predict the reaction product. The product is: [C:3]([C:4]1[CH:9]=[CH:8][C:7]([NH:10][C:11]([C:13]2[CH:14]=[N:15][N:16]3[CH:21]=[CH:20][CH:19]=[N:18][C:17]=23)=[O:12])=[C:6]([O:22][CH3:23])[CH:5]=1)(=[O:2])[NH2:26]. (3) Given the reactants [N:1]1[C:10]2[CH:9]([NH:11][CH2:12][CH2:13][CH2:14][CH2:15][N:16]3[C:24](=[O:25])[C:23]4[C:18](=[CH:19][CH:20]=[CH:21][CH:22]=4)[C:17]3=[O:26])[CH2:8][CH2:7][CH2:6][C:5]=2[CH:4]=[CH:3][CH:2]=1.Cl[CH2:28][C:29]1[NH:33][C:32]2[CH:34]=[C:35]([C:38]([F:41])([F:40])[F:39])[CH:36]=[CH:37][C:31]=2[N:30]=1.C(N(CC)C(C)C)(C)C.[I-].[K+], predict the reaction product. The product is: [N:1]1[C:10]2[CH:9]([N:11]([CH2:28][C:29]3[NH:30][C:31]4[CH:37]=[CH:36][C:35]([C:38]([F:41])([F:39])[F:40])=[CH:34][C:32]=4[N:33]=3)[CH2:12][CH2:13][CH2:14][CH2:15][N:16]3[C:24](=[O:25])[C:23]4[C:18](=[CH:19][CH:20]=[CH:21][CH:22]=4)[C:17]3=[O:26])[CH2:8][CH2:7][CH2:6][C:5]=2[CH:4]=[CH:3][CH:2]=1. (4) Given the reactants [N+:1]([C:4]1[CH:5]=[C:6]([S:10]([NH:13][C:14]2[CH:23]=[CH:22][CH:21]=[CH:20][C:15]=2[C:16]([O:18][CH3:19])=[O:17])(=[O:12])=[O:11])[CH:7]=[CH:8][CH:9]=1)([O-:3])=[O:2].Br[CH2:25][CH2:26][OH:27].C(=O)([O-])[O-].[K+].[K+].CN(C=O)C, predict the reaction product. The product is: [OH:27][CH2:26][CH2:25][N:13]([S:10]([C:6]1[CH:7]=[CH:8][CH:9]=[C:4]([N+:1]([O-:3])=[O:2])[CH:5]=1)(=[O:12])=[O:11])[C:14]1[CH:23]=[CH:22][CH:21]=[CH:20][C:15]=1[C:16]([O:18][CH3:19])=[O:17]. (5) Given the reactants Cl.Cl.[Cl:3][C:4]1[C:9]([NH:10][S:11]([CH3:14])(=[O:13])=[O:12])=[CH:8][C:7]([C:15]2[CH:16]=[CH:17][C:18]3[O:24][CH2:23][CH2:22][NH:21][CH2:20][C:19]=3[CH:25]=2)=[CH:6][N:5]=1.Cl[C:27]1[C:32]([CH:33]([CH3:35])[CH3:34])=[C:31]([CH3:36])[N:30]=[C:29]([NH2:37])[N:28]=1.C(N(C(C)C)CC)(C)C.O, predict the reaction product. The product is: [NH2:37][C:29]1[N:28]=[C:27]([N:21]2[CH2:20][C:19]3[CH:25]=[C:15]([C:7]4[CH:8]=[C:9]([NH:10][S:11]([CH3:14])(=[O:13])=[O:12])[C:4]([Cl:3])=[N:5][CH:6]=4)[CH:16]=[CH:17][C:18]=3[O:24][CH2:23][CH2:22]2)[C:32]([CH:33]([CH3:34])[CH3:35])=[C:31]([CH3:36])[N:30]=1.